This data is from Catalyst prediction with 721,799 reactions and 888 catalyst types from USPTO. The task is: Predict which catalyst facilitates the given reaction. (1) Reactant: [C-:1]#[N:2].[K+].CS(O[CH2:9][CH2:10][CH:11]([C:24]1[CH:29]=[CH:28][C:27]([Cl:30])=[CH:26][C:25]=1[CH3:31])[C:12]1[C:20]2[C:15](=[C:16]([CH2:21][S:22][CH3:23])[CH:17]=[CH:18][CH:19]=2)[NH:14][CH:13]=1)(=O)=O. Product: [Cl:30][C:27]1[CH:28]=[CH:29][C:24]([CH:11]([C:12]2[C:20]3[C:15](=[C:16]([CH2:21][S:22][CH3:23])[CH:17]=[CH:18][CH:19]=3)[NH:14][CH:13]=2)[CH2:10][CH2:9][C:1]#[N:2])=[C:25]([CH3:31])[CH:26]=1. The catalyst class is: 3. (2) Reactant: [Cl:1][C:2]1[CH:7]=[C:6]([Cl:8])[CH:5]=[CH:4][C:3]=1[C:9]1[N:14]2[CH:15]=[C:16]([C:18]([O:20][CH2:21][CH3:22])=[O:19])[N:17]=[C:13]2[N:12]=[C:11]([CH3:23])[C:10]=1[CH2:24]O.CS([Cl:30])(=O)=O.CCN(CC)CC. Product: [Cl:30][CH2:24][C:10]1[C:11]([CH3:23])=[N:12][C:13]2[N:14]([CH:15]=[C:16]([C:18]([O:20][CH2:21][CH3:22])=[O:19])[N:17]=2)[C:9]=1[C:3]1[CH:4]=[CH:5][C:6]([Cl:8])=[CH:7][C:2]=1[Cl:1]. The catalyst class is: 2. (3) Reactant: [CH2:1]([O:3][C:4](=[O:8])[CH2:5][C:6]#[N:7])[CH3:2].[H-].[Na+].[N+:11]([C:14]1[CH:15]=[N:16][CH:17]=[CH:18][C:19]=1Cl)([O-:13])=[O:12].Cl. Product: [CH2:1]([O:3][C:4](=[O:8])[CH:5]([C:6]#[N:7])[C:19]1[CH:18]=[CH:17][N:16]=[CH:15][C:14]=1[N+:11]([O-:13])=[O:12])[CH3:2]. The catalyst class is: 39.